From a dataset of Reaction yield outcomes from USPTO patents with 853,638 reactions. Predict the reaction yield, written as a fraction of the theoretical maximum amount of product (1.0 means a 100% yield; for example, 0.34 means a 34% yield). (1) The catalyst is O1CCCC1. The yield is 0.960. The reactants are [N:1]1[CH:2]=[N:3][N:4]2[CH:9]=[CH:8][C:7]([O:10][C:11]3[CH:16]=[CH:15][C:14]([NH:17][C:18]4[C:27]5[C:22](=[CH:23][CH:24]=[C:25]([NH:28][C:29]([NH:31][C:32]([CH3:36])([CH3:35])[CH2:33][OH:34])=S)[CH:26]=5)[N:21]=[CH:20][N:19]=4)=[CH:13][C:12]=3[CH3:37])=[CH:6][C:5]=12.[OH-].[Na+].C1(C)C=CC(S(Cl)(=O)=O)=CC=1.O. The product is [N:1]1[CH:2]=[N:3][N:4]2[CH:9]=[CH:8][C:7]([O:10][C:11]3[CH:16]=[CH:15][C:14]([NH:17][C:18]4[C:27]5[C:22](=[CH:23][CH:24]=[C:25]([NH:28][C:29]6[O:34][CH2:33][C:32]([CH3:36])([CH3:35])[N:31]=6)[CH:26]=5)[N:21]=[CH:20][N:19]=4)=[CH:13][C:12]=3[CH3:37])=[CH:6][C:5]=12. (2) The reactants are [F:1][C:2]1[CH:3]=[CH:4][C:5]([CH3:19])=[C:6]([C:8]2[CH:17]=[C:16]3[C:11]([CH:12]=[C:13]([NH2:18])[N:14]=[CH:15]3)=[CH:10][CH:9]=2)[CH:7]=1.C(Cl)Cl.N1C=CC=CC=1.[C:29]1([C@@H:35]2[CH2:37][C@H:36]2[C:38](Cl)=[O:39])[CH:34]=[CH:33][CH:32]=[CH:31][CH:30]=1. No catalyst specified. The product is [F:1][C:2]1[CH:3]=[CH:4][C:5]([CH3:19])=[C:6]([C:8]2[CH:17]=[C:16]3[C:11]([CH:12]=[C:13]([NH:18][C:38]([CH:36]4[CH2:37][CH:35]4[C:29]4[CH:34]=[CH:33][CH:32]=[CH:31][CH:30]=4)=[O:39])[N:14]=[CH:15]3)=[CH:10][CH:9]=2)[CH:7]=1. The yield is 0.370. (3) The reactants are [F-].C([N+](CCCC)(CCCC)CCCC)CCC.[C:19]([O:23][C:24]([N:26]1[CH2:30][CH2:29][C:28]([CH2:52][C:53]2[CH:58]=[CH:57][CH:56]=[CH:55][CH:54]=2)([C:31]([C:33]2[CH:34]=[C:35]3[C:39](=[CH:40][CH:41]=2)[N:38]([Si](C(C)C)(C(C)C)C(C)C)[CH:37]=[CH:36]3)=[O:32])[CH2:27]1)=[O:25])([CH3:22])([CH3:21])[CH3:20]. The catalyst is C1COCC1. The product is [C:19]([O:23][C:24]([N:26]1[CH2:30][CH2:29][C:28]([CH2:52][C:53]2[CH:54]=[CH:55][CH:56]=[CH:57][CH:58]=2)([C:31]([C:33]2[CH:34]=[C:35]3[C:39](=[CH:40][CH:41]=2)[NH:38][CH:37]=[CH:36]3)=[O:32])[CH2:27]1)=[O:25])([CH3:22])([CH3:20])[CH3:21]. The yield is 0.930. (4) The reactants are O.NN.[CH3:4][O:5][C:6]1[N:11]=[C:10]([CH2:12][CH2:13][N:14]2C(=O)C3C(=CC=CC=3)C2=O)[CH:9]=[CH:8][CH:7]=1. The catalyst is CCO. The product is [CH3:4][O:5][C:6]1[N:11]=[C:10]([CH2:12][CH2:13][NH2:14])[CH:9]=[CH:8][CH:7]=1. The yield is 0.920. (5) The reactants are [CH3:1][C:2]1[CH:7]=[CH:6][C:5]([S:8]([O:11][CH2:12][C@H:13]2[CH2:22][CH2:21][C:20]3[C:15](=[C:16](Br)[CH:17]=[C:18]([F:23])[CH:19]=3)[O:14]2)(=[O:10])=[O:9])=[CH:4][CH:3]=1.[Cl:25][C:26]1[CH:31]=[CH:30][C:29]([Cl:32])=[CH:28][C:27]=1B(O)O.C(=O)([O-])[O-].[K+].[K+]. The catalyst is O1CCOCC1.O.CC1C=CC=CC=1[P](C1C=CC=CC=1C)([Pd](Cl)(Cl)[P](C1=C(C)C=CC=C1)(C1C=CC=CC=1C)C1C=CC=CC=1C)C1C=CC=CC=1C. The product is [CH3:1][C:2]1[CH:7]=[CH:6][C:5]([S:8]([O:11][CH2:12][C@H:13]2[CH:22]=[CH:21][C:20]3[C:15](=[C:16]([C:30]4[CH:31]=[C:26]([Cl:25])[CH:27]=[CH:28][C:29]=4[Cl:32])[CH:17]=[C:18]([F:23])[CH:19]=3)[O:14]2)(=[O:10])=[O:9])=[CH:4][CH:3]=1. The yield is 0.880. (6) The reactants are [CH2:1]([O:8][C:9]1[C:18]2[N:17]=[CH:16][CH:15]=[CH:14][C:13]=2[C:12]([S:19](Cl)(=[O:21])=[O:20])=[CH:11][CH:10]=1)[C:2]1[CH:7]=[CH:6][CH:5]=[CH:4][CH:3]=1.[F-:23].[K+].C(OCC)(=O)C. The catalyst is C(#N)C. The product is [CH2:1]([O:8][C:9]1[C:18]2[N:17]=[CH:16][CH:15]=[CH:14][C:13]=2[C:12]([S:19]([F:23])(=[O:21])=[O:20])=[CH:11][CH:10]=1)[C:2]1[CH:7]=[CH:6][CH:5]=[CH:4][CH:3]=1. The yield is 0.639.